This data is from Forward reaction prediction with 1.9M reactions from USPTO patents (1976-2016). The task is: Predict the product of the given reaction. (1) Given the reactants Cl.[NH2:2][C@@H:3]([CH2:33][CH:34]1[CH2:39][CH2:38][CH2:37][CH2:36][CH2:35]1)[C:4]([N:6]1[CH2:11][CH2:10][CH:9]([N:12]2[N:21]=[C:20]([C:22]3[CH:27]=[CH:26][C:25]([O:28][CH3:29])=[C:24]([O:30][CH3:31])[CH:23]=3)[C@@H:19]3[C@@H:14]([CH2:15][CH2:16][CH2:17][CH2:18]3)[C:13]2=[O:32])[CH2:8][CH2:7]1)=[O:5].[CH:40]1([CH2:43][O:44][C:45]2[CH:53]=[CH:52][C:48]3[O:49][CH2:50][O:51][C:47]=3[C:46]=2[C:54]2[C:55]3[NH:62][C:61]([CH3:63])=[C:60]([C:64](O)=[O:65])[C:56]=3[N:57]=[CH:58][N:59]=2)[CH2:42][CH2:41]1.CN(C(ON1N=NC2C=CC=NC1=2)=[N+](C)C)C.F[P-](F)(F)(F)(F)F.CCN(C(C)C)C(C)C, predict the reaction product. The product is: [CH:34]1([CH2:33][C@H:3]([NH:2][C:64]([C:60]2[C:56]3[N:57]=[CH:58][N:59]=[C:54]([C:46]4[C:47]5[O:51][CH2:50][O:49][C:48]=5[CH:52]=[CH:53][C:45]=4[O:44][CH2:43][CH:40]4[CH2:42][CH2:41]4)[C:55]=3[NH:62][C:61]=2[CH3:63])=[O:65])[C:4]([N:6]2[CH2:11][CH2:10][CH:9]([N:12]3[N:21]=[C:20]([C:22]4[CH:27]=[CH:26][C:25]([O:28][CH3:29])=[C:24]([O:30][CH3:31])[CH:23]=4)[C@@H:19]4[C@@H:14]([CH2:15][CH2:16][CH2:17][CH2:18]4)[C:13]3=[O:32])[CH2:8][CH2:7]2)=[O:5])[CH2:39][CH2:38][CH2:37][CH2:36][CH2:35]1. (2) Given the reactants [C:1]([NH:9][C:10]1[CH:22]=[C:21]([C:23]2[CH:28]=[CH:27][CH:26]=[C:25]([CH2:29][OH:30])[CH:24]=2)[CH:20]=[CH:19][C:11]=1[C:12]([O:14]C(C)(C)C)=[O:13])(=[O:8])[C:2]1[CH:7]=[CH:6][CH:5]=[CH:4][CH:3]=1, predict the reaction product. The product is: [C:1]([NH:9][C:10]1[CH:22]=[C:21]([C:23]2[CH:28]=[CH:27][CH:26]=[C:25]([CH2:29][OH:30])[CH:24]=2)[CH:20]=[CH:19][C:11]=1[C:12]([OH:14])=[O:13])(=[O:8])[C:2]1[CH:7]=[CH:6][CH:5]=[CH:4][CH:3]=1. (3) The product is: [CH:1]1([CH2:6][CH:7]([N:11]2[C:16](=[O:17])[CH:15]=[C:14]([O:18][C:19]3[CH:24]=[C:23]([F:25])[CH:22]=[CH:21][C:20]=3[F:26])[CH:13]=[N:12]2)[C:8]([NH:27][C:28]2[CH:32]=[CH:31][N:30]([CH2:33][C:34]([OH:36])([CH3:35])[CH3:37])[N:29]=2)=[O:9])[CH2:5][CH2:4][CH2:3][CH2:2]1. Given the reactants [CH:1]1([CH2:6][CH:7]([N:11]2[C:16](=[O:17])[CH:15]=[C:14]([O:18][C:19]3[CH:24]=[C:23]([F:25])[CH:22]=[CH:21][C:20]=3[F:26])[CH:13]=[N:12]2)[C:8](O)=[O:9])[CH2:5][CH2:4][CH2:3][CH2:2]1.[NH2:27][C:28]1[CH:32]=[CH:31][N:30]([CH2:33][C:34]([CH3:37])([OH:36])[CH3:35])[N:29]=1, predict the reaction product. (4) Given the reactants Cl[C:2]1[N:20]=[C:5]2[C:6]([NH:10][CH2:11][C:12]3[CH:17]=[CH:16][CH:15]=[C:14]([O:18][CH3:19])[CH:13]=3)=[CH:7][CH:8]=[CH:9][N:4]2[N:3]=1.[NH2:21][C:22]1[CH:23]=[N:24][CH:25]=[CH:26][CH:27]=1, predict the reaction product. The product is: [CH3:19][O:18][C:14]1[CH:13]=[C:12]([CH:17]=[CH:16][CH:15]=1)[CH2:11][NH:10][C:6]1[C:5]2[N:4]([N:3]=[C:2]([NH:21][C:22]3[CH:23]=[N:24][CH:25]=[CH:26][CH:27]=3)[N:20]=2)[CH:9]=[CH:8][CH:7]=1. (5) Given the reactants [CH3:1][N:2]1[C:6]([NH2:7])=[CH:5][C:4]([C:8]([F:11])([F:10])[F:9])=[N:3]1.Cl[C:13]([O:15][C:16]1[CH:21]=[CH:20][CH:19]=[CH:18][CH:17]=1)=[O:14], predict the reaction product. The product is: [CH3:1][N:2]1[C:6]([NH:7][C:13](=[O:14])[O:15][C:16]2[CH:21]=[CH:20][CH:19]=[CH:18][CH:17]=2)=[CH:5][C:4]([C:8]([F:9])([F:10])[F:11])=[N:3]1. (6) Given the reactants ClC1C=C(C=CC=1)C(OO)=[O:6].[CH3:12][CH2:13][C:14]1[CH2:31][N:29]2[CH2:30][C@H:16]([CH2:17][C@:18]([C:65]([O:67][CH3:68])=[O:66])([C:32]3[CH:33]=[C:34]4[C@:42]56[C@@H:46]7[C@:47]([CH2:62][CH3:63])([C@@H:51]([O:58][C:59]([CH3:61])=[O:60])[C@:52]([OH:57])([C:53]([O:55][CH3:56])=[O:54])[C@@H:41]5[N:40]([CH3:64])[C:35]4=[CH:36][C:37]=3[O:38][CH3:39])[CH:48]=[CH:49][CH2:50][N:45]7[CH2:44][CH2:43]6)[C:19]3[NH:27][C:26]4[CH:25]=[CH:24][CH:23]=[CH:22][C:21]=4[C:20]=3[CH2:28]2)[CH:15]=1.C(=O)([O-])[O-].[Na+].[Na+], predict the reaction product. The product is: [CH3:12][CH2:13][C:14]1[CH2:31][N:29]2[CH2:30][C@@H:16]([CH2:17][C@:18]([C:65]([O:67][CH3:68])=[O:66])([C:32]3[CH:33]=[C:34]4[C@@:42]56[C@@H:41]([N:40]([CH3:64])[C:35]4=[CH:36][C:37]=3[O:38][CH3:39])[C@@:52]([OH:57])([C:53]([O:55][CH3:56])=[O:54])[C@H:51]([O:58][C:59]([CH3:61])=[O:60])[C@:47]3([CH2:62][CH3:63])[CH:48]=[CH:49][CH2:50][N:45]([C@H:46]53)[CH2:44][CH2:43]6)[C:19]3[NH+:27]([O-:6])[C:26]4[C:21](=[CH:22][CH:23]=[CH:24][CH:25]=4)[C:20]=3[CH2:28]2)[CH:15]=1.